This data is from Catalyst prediction with 721,799 reactions and 888 catalyst types from USPTO. The task is: Predict which catalyst facilitates the given reaction. Reactant: [CH2:1]([O:3][C:4]1[CH:5]=[C:6]2[C:11](=[C:12]3[CH2:16][C:15]([CH3:18])([CH3:17])[O:14][C:13]=13)[C:10]([C:19]1[CH:24]=[CH:23][C:22](/[CH:25]=[CH:26]/[C:27]([O:29]C)=[O:28])=[C:21]([NH:31][C:32]([C:34]3[CH:39]=[CH:38][CH:37]=[CH:36][N:35]=3)=[O:33])[CH:20]=1)=[N:9][C:8]([CH3:41])([CH3:40])[CH2:7]2)[CH3:2].[OH-].[Na+].Cl. Product: [CH2:1]([O:3][C:4]1[CH:5]=[C:6]2[C:11](=[C:12]3[CH2:16][C:15]([CH3:18])([CH3:17])[O:14][C:13]=13)[C:10]([C:19]1[CH:24]=[CH:23][C:22](/[CH:25]=[CH:26]/[C:27]([OH:29])=[O:28])=[C:21]([NH:31][C:32]([C:34]3[CH:39]=[CH:38][CH:37]=[CH:36][N:35]=3)=[O:33])[CH:20]=1)=[N:9][C:8]([CH3:40])([CH3:41])[CH2:7]2)[CH3:2]. The catalyst class is: 5.